Dataset: Full USPTO retrosynthesis dataset with 1.9M reactions from patents (1976-2016). Task: Predict the reactants needed to synthesize the given product. (1) Given the product [CH3:1][N:2]1[C:6]([C:7]2[CH:12]=[C:11]([N+:13]([O-:15])=[O:14])[CH:10]=[CH:9][C:8]=2[O:16][CH2:19][C:20]2[CH:25]=[CH:24][CH:23]=[CH:22][N:21]=2)=[CH:5][CH:4]=[N:3]1, predict the reactants needed to synthesize it. The reactants are: [CH3:1][N:2]1[C:6]([C:7]2[CH:12]=[C:11]([N+:13]([O-:15])=[O:14])[CH:10]=[CH:9][C:8]=2[OH:16])=[CH:5][CH:4]=[N:3]1.Br.Br[CH2:19][C:20]1[CH:25]=[CH:24][CH:23]=[CH:22][N:21]=1.C(=O)([O-])[O-].[K+].[K+]. (2) Given the product [CH3:16][C:17]1[CH:25]=[CH:24][C:20]([C:21]([OH:23])=[O:22])=[CH:19][C:18]=1[C:2]1[CH:10]=[C:9]2[C:5]([C:6]3([CH2:15][CH2:14][CH2:13][CH2:12]3)[C:7](=[O:11])[NH:8]2)=[CH:4][CH:3]=1, predict the reactants needed to synthesize it. The reactants are: Br[C:2]1[CH:10]=[C:9]2[C:5]([C:6]3([CH2:15][CH2:14][CH2:13][CH2:12]3)[C:7](=[O:11])[NH:8]2)=[CH:4][CH:3]=1.[CH3:16][C:17]1[CH:25]=[CH:24][C:20]([C:21]([OH:23])=[O:22])=[CH:19][C:18]=1B1OC(C)(C)C(C)(C)O1.C(=O)([O-])[O-].[Cs+].[Cs+]. (3) Given the product [CH3:1][O:2][C:3]1[N:4]=[N:5][C:6]([C:12]2[CH:17]=[CH:16][N:15]=[CH:14][CH:13]=2)=[CH:7][C:8]=1[C:9](=[O:11])[CH3:10], predict the reactants needed to synthesize it. The reactants are: [CH3:1][O:2][C:3]1[N:4]=[N:5][C:6]([C:12]2[CH:17]=[CH:16][N:15]=[CH:14][CH:13]=2)=[CH:7][C:8]=1[CH:9]([OH:11])[CH3:10].CC(OI1(OC(C)=O)(OC(C)=O)OC(=O)C2C=CC=CC1=2)=O. (4) The reactants are: [CH2:1]([CH:3]([N:6]1[CH2:11][CH2:10][CH:9]([CH2:12][C:13]([NH:15][OH:16])=[NH:14])[CH2:8][CH2:7]1)[CH2:4][CH3:5])[CH3:2].[F:17][C:18]([F:30])([F:29])[O:19][C:20]1[CH:28]=[CH:27][C:23]([C:24]([Cl:26])=O)=[CH:22][CH:21]=1. Given the product [ClH:26].[CH2:1]([CH:3]([N:6]1[CH2:11][CH2:10][CH:9]([CH2:12][C:13]2[N:14]=[C:24]([C:23]3[CH:27]=[CH:28][C:20]([O:19][C:18]([F:17])([F:29])[F:30])=[CH:21][CH:22]=3)[O:16][N:15]=2)[CH2:8][CH2:7]1)[CH2:4][CH3:5])[CH3:2], predict the reactants needed to synthesize it. (5) Given the product [Cl:31][C:32]1[N:33]=[CH:34][N:35]([CH2:38][CH2:39][CH2:40][NH:41][C:3]([C:5]2[C:13]3[N:12]=[C:11]([C:14]4[CH:19]=[CH:18][C:17]([NH2:20])=[CH:16][C:15]=4[CH2:21][CH2:22][N:23]4[CH2:28][CH2:27][O:26][CH2:25][CH2:24]4)[NH:10][C:9]=3[C:8]([O:29][CH3:30])=[CH:7][CH:6]=2)=[O:2])[C:36]=1[Cl:37], predict the reactants needed to synthesize it. The reactants are: C[O:2][C:3]([C:5]1[C:13]2[N:12]=[C:11]([C:14]3[CH:19]=[CH:18][C:17]([NH2:20])=[CH:16][C:15]=3[CH2:21][CH2:22][N:23]3[CH2:28][CH2:27][O:26][CH2:25][CH2:24]3)[NH:10][C:9]=2[C:8]([O:29][CH3:30])=[CH:7][CH:6]=1)=O.[Cl:31][C:32]1[N:33]=[CH:34][N:35]([CH2:38][CH2:39][CH2:40][NH2:41])[C:36]=1[Cl:37].CCN=C=NCCCN(C)C.C1C=CC2N(O)N=NC=2C=1.